From a dataset of Reaction yield outcomes from USPTO patents with 853,638 reactions. Predict the reaction yield, written as a fraction of the theoretical maximum amount of product (1.0 means a 100% yield; for example, 0.34 means a 34% yield). (1) The reactants are [Br:1][C:2]1[C:10]([F:11])=[CH:9][C:5]([C:6]([OH:8])=[O:7])=[C:4]([Cl:12])[CH:3]=1.S(Cl)(Cl)=O.[C:17](=O)(O)[O-].[Na+]. The catalyst is CO. The product is [Br:1][C:2]1[C:10]([F:11])=[CH:9][C:5]([C:6]([O:8][CH3:17])=[O:7])=[C:4]([Cl:12])[CH:3]=1. The yield is 0.920. (2) The reactants are [CH3:1][S:2]([N:5]1[C:9]([C:10]2[CH:15]=[CH:14][CH:13]=[CH:12][CH:11]=2)=[CH:8][C:7]([CH:16]=O)=[CH:6]1)(=[O:4])=[O:3].C([CH2:25][NH2:26])C1C=CC=CC=1.C(O[BH-](OC(=O)C)OC(=O)C)(=O)C.[Na+].C(=O)([O-])O.[Na+]. The catalyst is O1CCCC1. The product is [CH3:1][S:2]([N:5]1[C:9]([C:10]2[CH:15]=[CH:14][CH:13]=[CH:12][CH:11]=2)=[CH:8][C:7]([CH2:16][NH:26][CH3:25])=[CH:6]1)(=[O:4])=[O:3]. The yield is 0.370.